From a dataset of Forward reaction prediction with 1.9M reactions from USPTO patents (1976-2016). Predict the product of the given reaction. (1) Given the reactants [CH:1]([C:3]1[CH:8]=[CH:7][C:6](B(O)O)=[CH:5][CH:4]=1)=[O:2].Br[C:13]1[CH:14]=[C:15]([CH3:19])[CH:16]=[CH:17][CH:18]=1, predict the reaction product. The product is: [CH3:19][C:15]1[CH:14]=[C:13]([C:6]2[CH:7]=[CH:8][C:3]([CH:1]=[O:2])=[CH:4][CH:5]=2)[CH:18]=[CH:17][CH:16]=1. (2) Given the reactants [C:1]1([S:7]([CH2:10][C:11]([NH:13][NH2:14])=[O:12])(=[O:9])=[O:8])[CH:6]=[CH:5][CH:4]=[CH:3][CH:2]=1.P(Cl)(Cl)(Cl)=O.[CH:20](OC)(OC)OC, predict the reaction product. The product is: [C:1]1([S:7]([CH2:10][C:11]2[O:12][CH:20]=[N:14][N:13]=2)(=[O:8])=[O:9])[CH:2]=[CH:3][CH:4]=[CH:5][CH:6]=1. (3) Given the reactants [C:1]1([S:7]([NH:10][C:11]2[S:15][C:14]3[CH2:16]C[CH2:18][CH2:19][C:13]=3[C:12]=2[C:20]([O:22][CH2:23][CH3:24])=[O:21])(=[O:9])=[O:8])[CH:6]=[CH:5][CH:4]=[CH:3][CH:2]=1.NC1SC2C[O:31]CCC=2C=1C(OCC)=O.C1(S(Cl)(=O)=O)C=CC=CC=1, predict the reaction product. The product is: [C:1]1([S:7]([NH:10][C:11]2[S:15][C:14]3[CH2:16][O:31][CH2:18][CH2:19][C:13]=3[C:12]=2[C:20]([O:22][CH2:23][CH3:24])=[O:21])(=[O:9])=[O:8])[CH:2]=[CH:3][CH:4]=[CH:5][CH:6]=1. (4) Given the reactants [Br-].C(O[P+](OCC)(OCC)[CH2:6][C:7]1[CH:12]=[CH:11][CH:10]=[C:9]([F:13])[CH:8]=1)C.C1OCCOCCOCCOCCOC1.[H-].[Na+].[C:37]([N:44]1[CH2:49][CH2:48][C:47](=O)[CH2:46][CH2:45]1)([O:39][C:40]([CH3:43])([CH3:42])[CH3:41])=[O:38], predict the reaction product. The product is: [F:13][C:9]1[CH:8]=[C:7]([CH:12]=[CH:11][CH:10]=1)[CH:6]=[C:47]1[CH2:48][CH2:49][N:44]([C:37]([O:39][C:40]([CH3:43])([CH3:42])[CH3:41])=[O:38])[CH2:45][CH2:46]1. (5) Given the reactants [C:1]([O:5][C:6]([N:8]1[CH2:13][CH2:12][CH:11]([CH2:14][O:15][CH2:16][C@H:17]([NH2:22])[CH2:18][CH2:19][CH2:20][CH3:21])[CH2:10][CH2:9]1)=[O:7])([CH3:4])([CH3:3])[CH3:2].[Cl:23][C:24]1[C:32]2[C:27](=[CH:28][C:29]([C:33](O)=[O:34])=[CH:30][CH:31]=2)[NH:26][CH:25]=1, predict the reaction product. The product is: [C:1]([O:5][C:6]([N:8]1[CH2:13][CH2:12][CH:11]([CH2:14][O:15][CH2:16][C@H:17]([NH:22][C:33]([C:29]2[CH:28]=[C:27]3[C:32]([C:24]([Cl:23])=[CH:25][NH:26]3)=[CH:31][CH:30]=2)=[O:34])[CH2:18][CH2:19][CH2:20][CH3:21])[CH2:10][CH2:9]1)=[O:7])([CH3:4])([CH3:3])[CH3:2]. (6) Given the reactants [Br:1][C:2]1[N:7]=[C:6]([C:8](=[O:11])[NH:9][CH3:10])[C:5]([NH:12][C:13]2[C:18]([C:19]([F:22])([F:21])[F:20])=[CH:17][N:16]=[C:15]([NH:23][C:24]3[CH:37]=[CH:36][C:27]([CH2:28][CH2:29][CH2:30][PH:31](=[O:35])[O:32]CC)=[CH:26][C:25]=3[O:38][CH3:39])[N:14]=2)=[CH:4][CH:3]=1.Br[Si](C)(C)C.CO, predict the reaction product. The product is: [Br:1][C:2]1[N:7]=[C:6]([C:8](=[O:11])[NH:9][CH3:10])[C:5]([NH:12][C:13]2[C:18]([C:19]([F:22])([F:20])[F:21])=[CH:17][N:16]=[C:15]([NH:23][C:24]3[CH:37]=[CH:36][C:27]([CH2:28][CH2:29][CH2:30][PH:31](=[O:32])[OH:35])=[CH:26][C:25]=3[O:38][CH3:39])[N:14]=2)=[CH:4][CH:3]=1.